From a dataset of Forward reaction prediction with 1.9M reactions from USPTO patents (1976-2016). Predict the product of the given reaction. (1) Given the reactants [CH2:1]([C:3]1[CH:8]=[CH:7][C:6]([CH:9]2[CH2:14][N:13]([C:15]([N:17]3[CH2:22][CH2:21][CH:20]([OH:23])[CH2:19][CH2:18]3)=[O:16])[CH2:12][CH:11]([C:24](O)=[O:25])[CH2:10]2)=[CH:5][CH:4]=1)[CH3:2].C1CN([P+](ON2N=NC3C=CC=CC2=3)(N2CCCC2)N2CCCC2)CC1.F[P-](F)(F)(F)(F)F.CCN(C(C)C)C(C)C.O.S(O)(O)(=O)=O.O[NH:76][C:77]([NH2:79])=[NH:78].ONC(N)=N, predict the reaction product. The product is: [NH2:79][C:77]1[N:78]=[C:24]([CH:11]2[CH2:10][CH:9]([C:6]3[CH:7]=[CH:8][C:3]([CH2:1][CH3:2])=[CH:4][CH:5]=3)[CH2:14][N:13]([C:15]([N:17]3[CH2:22][CH2:21][CH:20]([OH:23])[CH2:19][CH2:18]3)=[O:16])[CH2:12]2)[O:25][N:76]=1. (2) Given the reactants Br[C:2]1[CH:25]=[CH:24][C:5]2[C:6]3[CH:7]=[N:8][N:9]([C:13]4[CH:18]=[CH:17][C:16]([O:19][C:20]([F:23])([F:22])[F:21])=[CH:15][CH:14]=4)[C:10]=3[CH:11]=[CH:12][C:4]=2[CH:3]=1.[CH2:26]([Sn](CCCC)(CCCC)C=C)[CH2:27]CC, predict the reaction product. The product is: [F:21][C:20]([F:23])([F:22])[O:19][C:16]1[CH:15]=[CH:14][C:13]([N:9]2[C:10]3[CH:11]=[CH:12][C:4]4[CH:3]=[C:2]([CH:26]=[CH2:27])[CH:25]=[CH:24][C:5]=4[C:6]=3[CH:7]=[N:8]2)=[CH:18][CH:17]=1.